From a dataset of Reaction yield outcomes from USPTO patents with 853,638 reactions. Predict the reaction yield, written as a fraction of the theoretical maximum amount of product (1.0 means a 100% yield; for example, 0.34 means a 34% yield). The product is [Br:20][C:17]([F:19])([F:18])[C:9]#[C:8][CH2:7][O:6][Si:5]([C:1]([CH3:3])([CH3:4])[CH3:2])([CH3:10])[CH3:11]. The yield is 0.760. The catalyst is C1COCC1. The reactants are [C:1]([Si:5]([CH3:11])([CH3:10])[O:6][CH2:7][C:8]#[CH:9])([CH3:4])([CH3:3])[CH3:2].[Li]CCCC.[C:17](Br)([Br:20])([F:19])[F:18].